Dataset: Catalyst prediction with 721,799 reactions and 888 catalyst types from USPTO. Task: Predict which catalyst facilitates the given reaction. (1) Reactant: [F:1][C:2]1[CH:7]=[CH:6][C:5]([C:8]2[CH:12]=[C:11]([OH:13])[NH:10][N:9]=2)=[CH:4][CH:3]=1.C([O-])([O-])=O.[K+].[K+].CS(O[CH:25]([CH:27](OS(C)(=O)=O)[CH3:28])[CH3:26])(=O)=O. Product: [F:1][C:2]1[CH:3]=[CH:4][C:5]([C:8]2[CH:12]=[C:11]3[O:13][CH:25]([CH3:26])[CH:27]([CH3:28])[N:10]3[N:9]=2)=[CH:6][CH:7]=1. The catalyst class is: 18. (2) Reactant: [Br:1][C:2]1[CH:3]=[C:4]([N:8]2[CH2:14][CH2:13][CH2:12][NH:11][CH2:10][CH2:9]2)[CH:5]=[N:6][CH:7]=1.[C:15](O[C:15]([O:17][C:18]([CH3:21])([CH3:20])[CH3:19])=[O:16])([O:17][C:18]([CH3:21])([CH3:20])[CH3:19])=[O:16].C(N(CC)CC)C. Product: [Br:1][C:2]1[CH:3]=[C:4]([N:8]2[CH2:14][CH2:13][CH2:12][N:11]([C:15]([O:17][C:18]([CH3:21])([CH3:20])[CH3:19])=[O:16])[CH2:10][CH2:9]2)[CH:5]=[N:6][CH:7]=1. The catalyst class is: 4.